Dataset: Reaction yield outcomes from USPTO patents with 853,638 reactions. Task: Predict the reaction yield, written as a fraction of the theoretical maximum amount of product (1.0 means a 100% yield; for example, 0.34 means a 34% yield). (1) The reactants are [NH:1]1[CH2:6][CH2:5][CH2:4][CH:3]([O:7][C:8]2[CH:13]=[CH:12][C:11]([NH:14][C:15]([C:17]3[N:18]=[C:19]([C:26]4[CH:31]=[CH:30][CH:29]=[CH:28][CH:27]=4)[O:20][C:21]=3[C:22]([F:25])([F:24])[F:23])=[O:16])=[CH:10][CH:9]=2)[CH2:2]1.[CH3:32][C:33]1([CH3:41])[CH2:38][C:37](=[O:39])[O:36][C:35](=[O:40])[CH2:34]1.C(N(CC)CC)C. The catalyst is CS(C)=O. The product is [CH3:32][C:33]([CH3:41])([CH2:38][C:37](=[O:39])[N:1]1[CH2:6][CH2:5][CH2:4][CH:3]([O:7][C:8]2[CH:13]=[CH:12][C:11]([NH:14][C:15]([C:17]3[N:18]=[C:19]([C:26]4[CH:31]=[CH:30][CH:29]=[CH:28][CH:27]=4)[O:20][C:21]=3[C:22]([F:25])([F:23])[F:24])=[O:16])=[CH:10][CH:9]=2)[CH2:2]1)[CH2:34][C:35]([OH:40])=[O:36]. The yield is 0.550. (2) The reactants are Br[C:2]1[CH:7]=[CH:6][C:5]([CH2:8][CH2:9][S:10]([NH:13][C:14]2[CH:18]=[CH:17][S:16][C:15]=2[S:19]([NH2:22])(=[O:21])=[O:20])(=[O:12])=[O:11])=[CH:4][CH:3]=1.[CH3:23][C:24]([CH3:28])([CH3:27])[C:25]#[CH:26]. No catalyst specified. The product is [CH3:23][C:24]([CH3:28])([CH3:27])[C:25]#[C:26][C:2]1[CH:7]=[CH:6][C:5]([CH2:8][CH2:9][S:10]([NH:13][C:14]2[CH:18]=[CH:17][S:16][C:15]=2[S:19]([NH2:22])(=[O:21])=[O:20])(=[O:12])=[O:11])=[CH:4][CH:3]=1. The yield is 0.180. (3) The reactants are [CH3:1][O:2][C:3]1[CH:4]=[C:5]2[C:10](=[CH:11][C:12]=1[O:13][CH2:14][CH2:15][O:16][CH3:17])[N:9]=[CH:8][N:7]=[C:6]2[S:18][C:19]1[CH:20]=[C:21]([CH:23]=[CH:24][CH:25]=1)[NH2:22].[C:26]([C:30]1[CH:34]=[C:33]([NH:35][C:36](=O)[O:37]C2C=CC=CC=2)[N:32]([C:45]2[CH:50]=[CH:49][C:48]([CH3:51])=[CH:47][C:46]=2[CH3:52])[N:31]=1)([CH3:29])([CH3:28])[CH3:27]. No catalyst specified. The product is [C:26]([C:30]1[CH:34]=[C:33]([NH:35][C:36]([NH:22][C:21]2[CH:23]=[CH:24][CH:25]=[C:19]([S:18][C:6]3[C:5]4[C:10](=[CH:11][C:12]([O:13][CH2:14][CH2:15][O:16][CH3:17])=[C:3]([O:2][CH3:1])[CH:4]=4)[N:9]=[CH:8][N:7]=3)[CH:20]=2)=[O:37])[N:32]([C:45]2[CH:50]=[CH:49][C:48]([CH3:51])=[CH:47][C:46]=2[CH3:52])[N:31]=1)([CH3:29])([CH3:28])[CH3:27]. The yield is 0.770.